From a dataset of Forward reaction prediction with 1.9M reactions from USPTO patents (1976-2016). Predict the product of the given reaction. The product is: [CH3:4][O:3][C:2]1[CH:5]=[C:6]([C:14](=[O:15])[CH:13]=[C:12]([CH3:17])[CH3:11])[CH:7]=[CH:8][C:1]=1[O:9][CH3:10]. Given the reactants [C:1]1([O:9][CH3:10])[C:2](=[CH:5][CH:6]=[CH:7][CH:8]=1)[O:3][CH3:4].[CH3:11][C:12]([CH3:17])=[CH:13][C:14](Cl)=[O:15].[Al+3].[Cl-].[Cl-].[Cl-], predict the reaction product.